From a dataset of Full USPTO retrosynthesis dataset with 1.9M reactions from patents (1976-2016). Predict the reactants needed to synthesize the given product. (1) Given the product [NH2:12][C:8]1[C:9]([NH:11][C:30]([NH:29][C:22]2[C:23]([F:28])=[CH:24][CH:25]=[C:26]([Cl:27])[C:21]=2[Cl:20])=[S:31])=[CH:10][C:5]([C:4]([O:3][CH2:1][CH3:2])=[O:19])=[C:6]([O:13][CH2:14][C:15]([F:16])([F:18])[F:17])[CH:7]=1, predict the reactants needed to synthesize it. The reactants are: [CH2:1]([O:3][C:4](=[O:19])[C:5]1[CH:10]=[C:9]([NH2:11])[C:8]([NH2:12])=[CH:7][C:6]=1[O:13][CH2:14][C:15]([F:18])([F:17])[F:16])[CH3:2].[Cl:20][C:21]1[C:26]([Cl:27])=[CH:25][CH:24]=[C:23]([F:28])[C:22]=1[N:29]=[C:30]=[S:31]. (2) Given the product [Br:1][C:2]1[C:3]([N:19]2[CH2:23][CH2:22][C@@H:21]([NH:24][C:25](=[O:31])[O:26][C:27]([CH3:29])([CH3:28])[CH3:30])[CH2:20]2)=[C:4]2[C:10]([NH:11][C:12](=[O:17])[C@H:13]([O:15][CH3:16])[CH3:14])=[CH:9][NH:8][C:5]2=[N:6][CH:7]=1, predict the reactants needed to synthesize it. The reactants are: [Br:1][C:2]1[C:3](F)=[C:4]2[C:10]([NH:11][C:12](=[O:17])[C@H:13]([O:15][CH3:16])[CH3:14])=[CH:9][NH:8][C:5]2=[N:6][CH:7]=1.[NH:19]1[CH2:23][CH2:22][C@@H:21]([NH:24][C:25](=[O:31])[O:26][C:27]([CH3:30])([CH3:29])[CH3:28])[CH2:20]1.CCN(C(C)C)C(C)C. (3) Given the product [CH3:1][O:2][C:3]1[CH:4]=[C:5]([CH2:6][NH2:7])[CH:8]=[CH:9][N:10]=1, predict the reactants needed to synthesize it. The reactants are: [CH3:1][O:2][C:3]1[CH:4]=[C:5]([CH:8]=[CH:9][N:10]=1)[C:6]#[N:7].N. (4) Given the product [C:1]([S:3][CH2:7][CH:8]([CH:12]1[CH2:16][CH2:15][CH2:14][CH2:13]1)[C:9]([OH:11])=[O:10])(=[O:4])[CH3:2], predict the reactants needed to synthesize it. The reactants are: [C:1]([O-:4])(=[S:3])[CH3:2].[K+].Br[CH2:7][CH:8]([CH:12]1[CH2:16][CH2:15][CH2:14][CH2:13]1)[C:9]([OH:11])=[O:10].O. (5) Given the product [F:7][C:8]1[CH:16]=[C:15]([CH3:17])[CH:14]=[CH:13][C:9]=1[C:10]([NH:18][C:19]1[CH:24]=[CH:23][CH:22]=[C:21]([S:25](=[O:27])(=[O:26])[NH2:28])[CH:20]=1)=[O:11], predict the reactants needed to synthesize it. The reactants are: N1C=CC=CC=1.[F:7][C:8]1[CH:16]=[C:15]([CH3:17])[CH:14]=[CH:13][C:9]=1[C:10](Cl)=[O:11].[NH2:18][C:19]1[CH:20]=[C:21]([S:25]([NH2:28])(=[O:27])=[O:26])[CH:22]=[CH:23][CH:24]=1.ClCCl. (6) Given the product [NH2:24][C:16]1[N:15]=[C:14]([N:6]([CH2:5][C:4]2[CH:38]=[CH:39][C:40]([O:42][CH3:43])=[CH:41][C:3]=2[O:2][CH3:1])[C:7](=[O:13])[O:8][C:9]([CH3:10])([CH3:11])[CH3:12])[C:19]2[N:20]=[CH:21][N:22]([CH3:23])[C:18]=2[CH:17]=1, predict the reactants needed to synthesize it. The reactants are: [CH3:1][O:2][C:3]1[CH:41]=[C:40]([O:42][CH3:43])[CH:39]=[CH:38][C:4]=1[CH2:5][N:6]([C:14]1[C:19]2[N:20]=[CH:21][N:22]([CH3:23])[C:18]=2[CH:17]=[C:16]([N:24]=C(C2C=CC=CC=2)C2C=CC=CC=2)[N:15]=1)[C:7](=[O:13])[O:8][C:9]([CH3:12])([CH3:11])[CH3:10].Cl. (7) Given the product [CH3:25][O:24][C:4]1[CH:3]=[CH:2][N:7]=[C:6]([C@@:8]23[O:23][CH2:22][O:21][C@@H:9]2[CH2:10][N:11]([C:14]([O:16][C:17]([CH3:20])([CH3:18])[CH3:19])=[O:15])[CH2:12][CH2:13]3)[CH:5]=1, predict the reactants needed to synthesize it. The reactants are: Cl[C:2]1[N:7]=[C:6]([C@@:8]23[O:23][CH2:22][O:21][C@@H:9]2[CH2:10][N:11]([C:14]([O:16][C:17]([CH3:20])([CH3:19])[CH3:18])=[O:15])[CH2:12][CH2:13]3)[CH:5]=[C:4]([O:24][CH3:25])[CH:3]=1.C(N(CC)CC)C.